This data is from Full USPTO retrosynthesis dataset with 1.9M reactions from patents (1976-2016). The task is: Predict the reactants needed to synthesize the given product. (1) The reactants are: [Cl:1][C:2]1[CH:3]=[C:4]([C:9](=[N+]=[N-])[C:10]([O:12][CH3:13])=[O:11])[CH:5]=[CH:6][C:7]=1[I:8].[CH3:16][O:17][C:18]1[O:19][CH:20]=[CH:21][CH:22]=1. Given the product [Cl:1][C:2]1[CH:3]=[C:4](/[C:9](=[CH:20]\[CH:21]=[CH:22]/[C:18]([O:17][CH3:16])=[O:19])/[C:10]([O:12][CH3:13])=[O:11])[CH:5]=[CH:6][C:7]=1[I:8], predict the reactants needed to synthesize it. (2) Given the product [Cl:1][C:2]1[CH:3]=[CH:4][C:5]2[N:11]3[C:33]([C:32]([F:43])([F:42])[F:31])=[N:29][N:30]=[C:10]3[C@@H:9]([CH2:13][C:14]([O:16][CH2:17][CH3:18])=[O:15])[O:8][C@H:7]([C:19]3[CH:24]=[CH:23][CH:22]=[CH:21][C:20]=3[O:25][CH3:26])[C:6]=2[CH:27]=1, predict the reactants needed to synthesize it. The reactants are: [Cl:1][C:2]1[CH:3]=[CH:4][C:5]2[NH:11][C:10](=S)[C@@H:9]([CH2:13][C:14]([O:16][CH2:17][CH3:18])=[O:15])[O:8][C@H:7]([C:19]3[CH:24]=[CH:23][CH:22]=[CH:21][C:20]=3[O:25][CH3:26])[C:6]=2[CH:27]=1.O.[NH2:29][NH2:30].[F:31][C:32]([F:43])([F:42])[C:33](O[C:33](=O)[C:32]([F:43])([F:42])[F:31])=O.